The task is: Predict the product of the given reaction.. This data is from Forward reaction prediction with 1.9M reactions from USPTO patents (1976-2016). (1) Given the reactants [OH-].[K+].I[CH2:4][CH3:5].[C:6]1([C:12]2[NH:13][CH:14]=[C:15]([C:17]3[CH:22]=[CH:21][CH:20]=[CH:19][CH:18]=3)[N:16]=2)[CH:11]=[CH:10][CH:9]=[CH:8][CH:7]=1, predict the reaction product. The product is: [CH2:4]([N:13]1[CH:14]=[C:15]([C:17]2[CH:18]=[CH:19][CH:20]=[CH:21][CH:22]=2)[N:16]=[C:12]1[C:6]1[CH:11]=[CH:10][CH:9]=[CH:8][CH:7]=1)[CH3:5]. (2) The product is: [CH3:21][O:22][C:23]1[CH:30]=[C:29]([O:31][CH3:32])[C:28]([N:33]2[CH2:37][CH2:36][CH2:35][CH2:34]2)=[CH:27][C:24]=1/[CH:25]=[CH:2]/[C:1]([C:4]1[CH:5]=[CH:6][C:7]([S:10]([NH:13][CH2:14][C:15]2[CH:20]=[CH:19][CH:18]=[CH:17][N:16]=2)(=[O:12])=[O:11])=[CH:8][CH:9]=1)=[O:3]. Given the reactants [C:1]([C:4]1[CH:9]=[CH:8][C:7]([S:10]([NH:13][CH2:14][C:15]2[CH:20]=[CH:19][CH:18]=[CH:17][N:16]=2)(=[O:12])=[O:11])=[CH:6][CH:5]=1)(=[O:3])[CH3:2].[CH3:21][O:22][C:23]1[CH:30]=[C:29]([O:31][CH3:32])[C:28]([N:33]2[CH2:37][CH2:36][CH2:35][CH2:34]2)=[CH:27][C:24]=1[CH:25]=O.C[O-].[Li+], predict the reaction product. (3) Given the reactants [CH2:1]([C:8]1[S:12][C:11]([NH2:13])=[N:10][C:9]=1[C:14]1[CH:19]=[CH:18][CH:17]=[CH:16][CH:15]=1)[C:2]1[CH:7]=[CH:6][CH:5]=[CH:4][CH:3]=1.[Cl:20][C:21]1[CH:22]=[C:23]([C:30](=[O:36])[CH2:31][CH2:32][C:33](O)=[O:34])[CH:24]=[CH:25][C:26]=1[O:27][CH2:28][CH3:29].C1C=CC2N(O)N=NC=2C=1.CCN=C=NCCCN(C)C, predict the reaction product. The product is: [CH2:1]([C:8]1[S:12][C:11]([NH:13][C:33](=[O:34])[CH2:32][CH2:31][C:30]([C:23]2[CH:24]=[CH:25][C:26]([O:27][CH2:28][CH3:29])=[C:21]([Cl:20])[CH:22]=2)=[O:36])=[N:10][C:9]=1[C:14]1[CH:19]=[CH:18][CH:17]=[CH:16][CH:15]=1)[C:2]1[CH:3]=[CH:4][CH:5]=[CH:6][CH:7]=1. (4) The product is: [CH3:28][N:2]([CH3:1])[S:3]([C:6]1[CH:7]=[C:8]([CH:12]2[C:21]([CH3:23])([CH3:22])[CH2:20][C:19]3[C:14](=[CH:15][CH:16]=[C:17]([C:24]([O:26][CH3:27])=[O:25])[CH:18]=3)[NH:13]2)[CH:9]=[CH:10][CH:11]=1)(=[O:5])=[O:4]. Given the reactants [CH3:1][N:2]([CH3:28])[S:3]([C:6]1[CH:7]=[C:8]([C:12]2[C:21]([CH3:23])([CH3:22])[CH2:20][C:19]3[C:14](=[CH:15][CH:16]=[C:17]([C:24]([O:26][CH3:27])=[O:25])[CH:18]=3)[N:13]=2)[CH:9]=[CH:10][CH:11]=1)(=[O:5])=[O:4], predict the reaction product. (5) Given the reactants Cl[C:2]1[CH:7]=[C:6]([CH3:8])[N:5]=[C:4]([NH:9][C:10](=[NH:20])[NH:11][C:12]2[CH:17]=[CH:16][C:15]([Cl:18])=[C:14]([Cl:19])[CH:13]=2)[N:3]=1.[NH2:21][C:22]1[CH:23]=[N:24][CH:25]=[CH:26][CH:27]=1.C(N(C(C)C)CC)(C)C.C(OCC)(=O)C, predict the reaction product. The product is: [Cl:19][C:14]1[CH:13]=[C:12]([NH:11][C:10](=[NH:20])[NH:9][C:4]2[N:3]=[C:2]([NH:21][C:22]3[CH:23]=[N:24][CH:25]=[CH:26][CH:27]=3)[CH:7]=[C:6]([CH3:8])[N:5]=2)[CH:17]=[CH:16][C:15]=1[Cl:18]. (6) Given the reactants Br[C:2]1[CH:3]=[C:4]2[C:9](=[CH:10][CH:11]=1)[N:8]=[CH:7][N:6]=[C:5]2[OH:12].[CH3:13][O:14][C:15]1[CH:20]=[CH:19][CH:18]=[CH:17][C:16]=1B(O)O.P([O-])([O-])([O-])=O.[K+].[K+].[K+], predict the reaction product. The product is: [CH3:13][O:14][C:15]1[CH:20]=[CH:19][CH:18]=[CH:17][C:16]=1[C:2]1[CH:3]=[C:4]2[C:9](=[CH:10][CH:11]=1)[N:8]=[CH:7][N:6]=[C:5]2[OH:12]. (7) Given the reactants [CH2:1]([S:3][S:4][C:5]1[CH:10]=[CH:9][CH:8]=[C:7]([CH3:11])[C:6]=1[OH:12])[CH3:2].C(=NC(C)C)=NC(C)C.[CH2:22]([C@@H:29]([C:86](=[O:150])[NH:87][CH2:88][C:89](=[O:149])[N:90]([CH3:148])[C@@H:91]([CH2:144][CH:145]([CH3:147])[CH3:146])[C:92](=[O:143])[N:93]([CH3:142])[C@@H:94]([CH:139]([CH3:141])[CH3:140])[C:95](=[O:138])[NH:96][C@@H:97]([CH2:131][C:132]1[CH:137]=[CH:136][CH:135]=[CH:134][CH:133]=1)[C:98](=[O:130])[NH:99][C@H:100]([C:105](=[O:129])[N:106]([CH3:128])[C@@H:107]([CH2:121][C:122]1[CH:127]=[CH:126][CH:125]=[CH:124][CH:123]=1)[C:108](=[O:120])[NH:109][C@@H:110]([CH3:119])[C:111](=[O:118])[N:112]1[CH2:117][CH2:116][CH2:115][CH2:114][CH2:113]1)[CH2:101][C:102](O)=[O:103])[N:30]([CH3:85])[C:31](=[O:84])[C@H:32]([C@H:62]([O:64][C:65]([C:78]1[CH:83]=[CH:82][CH:81]=[CH:80][CH:79]=1)([C:72]1[CH:77]=[CH:76][CH:75]=[CH:74][CH:73]=1)[C:66]1[CH:71]=[CH:70][CH:69]=[CH:68][CH:67]=1)[CH3:63])[NH:33][C:34](=[O:61])[C@H:35]([CH2:57][CH:58]([CH3:60])[CH3:59])[N:36]([CH3:56])[C:37](=[O:55])[C@H:38]([CH:52]([CH3:54])[CH3:53])[NH:39][C:40](=[O:51])[C@H:41]([CH3:50])[NH:42][C:43](=[O:49])[O:44][C:45]([CH3:48])([CH3:47])[CH3:46])[C:23]1[CH:28]=[CH:27][CH:26]=[CH:25][CH:24]=1, predict the reaction product. The product is: [CH2:22]([C@@H:29]([C:86](=[O:150])[NH:87][CH2:88][C:89](=[O:149])[N:90]([CH3:148])[C@@H:91]([CH2:144][CH:145]([CH3:147])[CH3:146])[C:92](=[O:143])[N:93]([CH3:142])[C@@H:94]([CH:139]([CH3:141])[CH3:140])[C:95](=[O:138])[NH:96][C@@H:97]([CH2:131][C:132]1[CH:137]=[CH:136][CH:135]=[CH:134][CH:133]=1)[C:98](=[O:130])[NH:99][C@H:100]([C:105](=[O:129])[N:106]([CH3:128])[C@@H:107]([CH2:121][C:122]1[CH:123]=[CH:124][CH:125]=[CH:126][CH:127]=1)[C:108](=[O:120])[NH:109][C@@H:110]([CH3:119])[C:111](=[O:118])[N:112]1[CH2:117][CH2:116][CH2:115][CH2:114][CH2:113]1)[CH2:101][C:102]([O:12][C:6]1[C:7]([CH3:11])=[CH:8][CH:9]=[CH:10][C:5]=1[S:4][S:3][CH2:1][CH3:2])=[O:103])[N:30]([CH3:85])[C:31](=[O:84])[C@H:32]([C@H:62]([O:64][C:65]([C:66]1[CH:71]=[CH:70][CH:69]=[CH:68][CH:67]=1)([C:72]1[CH:73]=[CH:74][CH:75]=[CH:76][CH:77]=1)[C:78]1[CH:83]=[CH:82][CH:81]=[CH:80][CH:79]=1)[CH3:63])[NH:33][C:34](=[O:61])[C@H:35]([CH2:57][CH:58]([CH3:60])[CH3:59])[N:36]([CH3:56])[C:37](=[O:55])[C@H:38]([CH:52]([CH3:54])[CH3:53])[NH:39][C:40](=[O:51])[C@H:41]([CH3:50])[NH:42][C:43](=[O:49])[O:44][C:45]([CH3:46])([CH3:47])[CH3:48])[C:23]1[CH:28]=[CH:27][CH:26]=[CH:25][CH:24]=1.